This data is from Full USPTO retrosynthesis dataset with 1.9M reactions from patents (1976-2016). The task is: Predict the reactants needed to synthesize the given product. (1) The reactants are: C[O:2][C:3]1[C:4]([CH2:10][N:11]2[CH2:16][CH2:15][CH:14]([C:17](=[O:26])[CH2:18][C:19]3[CH:24]=[CH:23][CH:22]=[CH:21][C:20]=3[F:25])[CH2:13][CH2:12]2)=[N:5][CH:6]=[C:7]([CH3:9])[N:8]=1.O. Given the product [F:25][C:20]1[CH:21]=[CH:22][CH:23]=[CH:24][C:19]=1[CH2:18][C:17]([CH:14]1[CH2:13][CH2:12][N:11]([CH2:10][C:4]2[C:3](=[O:2])[NH:8][C:7]([CH3:9])=[CH:6][N:5]=2)[CH2:16][CH2:15]1)=[O:26], predict the reactants needed to synthesize it. (2) The reactants are: [H-].[Na+].CS(C)=O.[NH2:7][C:8]1[CH:13]=[CH:12][C:11]([OH:14])=[CH:10][C:9]=1[S:15][CH3:16].Cl[C:18]1[CH:23]=[CH:22][N:21]=[C:20]([NH2:24])[C:19]=1[N+:25]([O-:27])=[O:26]. Given the product [NH2:7][C:8]1[CH:13]=[CH:12][C:11]([O:14][C:18]2[CH:23]=[CH:22][N:21]=[C:20]([NH2:24])[C:19]=2[N+:25]([O-:27])=[O:26])=[CH:10][C:9]=1[S:15][CH3:16], predict the reactants needed to synthesize it. (3) Given the product [Br:1][C:2]1[CH:3]=[N:4][CH:5]=[C:6]([Br:10])[C:7]=1/[CH:8]=[N:12]/[NH:11][CH2:13][CH2:14][OH:15], predict the reactants needed to synthesize it. The reactants are: [Br:1][C:2]1[CH:3]=[N:4][CH:5]=[C:6]([Br:10])[C:7]=1[CH:8]=O.[NH:11]([CH2:13][CH2:14][OH:15])[NH2:12].